Dataset: Forward reaction prediction with 1.9M reactions from USPTO patents (1976-2016). Task: Predict the product of the given reaction. Given the reactants [CH:1]1([CH2:4][NH:5][C:6]2[CH:11]=[CH:10][C:9]([S:12]([CH2:15][CH3:16])(=[O:14])=[O:13])=[CH:8][C:7]=2[C:17]2[C:18]3[CH:27]=[CH:26][NH:25][C:19]=3[C:20](=[O:24])[N:21]([CH3:23])[CH:22]=2)[CH2:3][CH2:2]1.[CH2:28]=O.Cl, predict the reaction product. The product is: [CH:1]1([CH2:4][N:5]2[CH2:28][C:27]3[C:18]4=[C:19]([C:20](=[O:24])[N:21]([CH3:23])[CH:22]=[C:17]4[C:7]4[CH:8]=[C:9]([S:12]([CH2:15][CH3:16])(=[O:13])=[O:14])[CH:10]=[CH:11][C:6]2=4)[NH:25][CH:26]=3)[CH2:3][CH2:2]1.